Dataset: Full USPTO retrosynthesis dataset with 1.9M reactions from patents (1976-2016). Task: Predict the reactants needed to synthesize the given product. (1) Given the product [C:8]1([CH2:14]/[C:15](/[CH3:19])=[CH:16]/[CH:17]=[O:18])[CH2:13][CH2:12][CH2:11][CH2:10][CH:9]=1, predict the reactants needed to synthesize it. The reactants are: [Na+].[Br-].C([O-])(O)=O.[Na+].[C:8]1([CH2:14]/[C:15](/[CH3:19])=[CH:16]/[CH2:17][OH:18])[CH2:13][CH2:12][CH2:11][CH2:10][CH:9]=1.[O-]Cl.[Na+]. (2) Given the product [S:15]1[C:11]2[CH:10]=[CH:9][C:8]([CH:18]([C:19]([O:21][CH2:22][CH3:23])=[O:20])[C:17]([O:25][CH2:26][CH3:27])=[O:24])=[CH:16][C:12]=2[CH:13]=[CH:14]1, predict the reactants needed to synthesize it. The reactants are: C(=O)([O-])[O-].[Cs+].[Cs+].Br[C:8]1[CH:9]=[CH:10][C:11]2[S:15][CH:14]=[CH:13][C:12]=2[CH:16]=1.[C:17]([O:25][CH2:26][CH3:27])(=[O:24])[CH2:18][C:19]([O:21][CH2:22][CH3:23])=[O:20].Cl. (3) Given the product [CH3:1][N:2]([CH2:4][CH2:5][CH2:6][N:7]1[C:8]2[CH:9]=[CH:10][CH:11]=[CH:12][C:13]=2[CH2:14][CH2:15][C:16]2[CH:21]=[CH:20][CH:19]=[CH:18][C:17]1=2)[CH3:3], predict the reactants needed to synthesize it. The reactants are: [CH3:1][N:2]([CH2:4][CH2:5][CH2:6][N:7]1[C:17]2[CH:18]=[CH:19][CH:20]=[CH:21][C:16]=2[CH2:15][CH2:14][C:13]2[CH:12]=[CH:11][CH:10]=[CH:9][C:8]1=2)[CH3:3].Cl.